From a dataset of Merck oncology drug combination screen with 23,052 pairs across 39 cell lines. Regression. Given two drug SMILES strings and cell line genomic features, predict the synergy score measuring deviation from expected non-interaction effect. (1) Drug 1: C=CCn1c(=O)c2cnc(Nc3ccc(N4CCN(C)CC4)cc3)nc2n1-c1cccc(C(C)(C)O)n1. Drug 2: NC(=O)c1cccc2cn(-c3ccc(C4CCCNC4)cc3)nc12. Cell line: NCIH23. Synergy scores: synergy=5.59. (2) Drug 1: CN(C)C(=N)N=C(N)N. Drug 2: O=C(O)C1(Cc2cccc(Nc3nccs3)n2)CCC(Oc2cccc(Cl)c2F)CC1. Cell line: NCIH460. Synergy scores: synergy=-9.35. (3) Drug 1: Nc1ccn(C2OC(CO)C(O)C2(F)F)c(=O)n1. Drug 2: CC1(c2nc3c(C(N)=O)cccc3[nH]2)CCCN1. Cell line: NCIH1650. Synergy scores: synergy=-6.43. (4) Drug 1: CCC1=CC2CN(C1)Cc1c([nH]c3ccccc13)C(C(=O)OC)(c1cc3c(cc1OC)N(C)C1C(O)(C(=O)OC)C(OC(C)=O)C4(CC)C=CCN5CCC31C54)C2. Drug 2: CS(=O)(=O)CCNCc1ccc(-c2ccc3ncnc(Nc4ccc(OCc5cccc(F)c5)c(Cl)c4)c3c2)o1. Cell line: HCT116. Synergy scores: synergy=-14.4. (5) Drug 1: C=CCn1c(=O)c2cnc(Nc3ccc(N4CCN(C)CC4)cc3)nc2n1-c1cccc(C(C)(C)O)n1. Drug 2: CCc1c2c(nc3ccc(O)cc13)-c1cc3c(c(=O)n1C2)COC(=O)C3(O)CC. Cell line: A375. Synergy scores: synergy=8.02. (6) Drug 1: CCC1(O)CC2CN(CCc3c([nH]c4ccccc34)C(C(=O)OC)(c3cc4c(cc3OC)N(C)C3C(O)(C(=O)OC)C(OC(C)=O)C5(CC)C=CCN6CCC43C65)C2)C1. Drug 2: NC(=O)c1cccc2cn(-c3ccc(C4CCCNC4)cc3)nc12. Cell line: A2780. Synergy scores: synergy=-11.4. (7) Drug 1: COc1cccc2c1C(=O)c1c(O)c3c(c(O)c1C2=O)CC(O)(C(=O)CO)CC3OC1CC(N)C(O)C(C)O1. Drug 2: CCc1cnn2c(NCc3ccc[n+]([O-])c3)cc(N3CCCCC3CCO)nc12. Cell line: NCIH23. Synergy scores: synergy=-15.3.